Dataset: Reaction yield outcomes from USPTO patents with 853,638 reactions. Task: Predict the reaction yield, written as a fraction of the theoretical maximum amount of product (1.0 means a 100% yield; for example, 0.34 means a 34% yield). (1) The reactants are [F:1][C:2]([F:17])([F:16])[C:3]1[CH:8]=[CH:7][C:6]([C:9]2[CH:14]=[CH:13][NH:12][C:11](=[O:15])[CH:10]=2)=[CH:5][CH:4]=1.Br[C:19]1[CH:24]=[CH:23][C:22]2[C:25]3[CH2:26][N:27]([C:33]([O:35][C:36]([CH3:39])([CH3:38])[CH3:37])=[O:34])[CH2:28][CH2:29][CH2:30][C:31]=3[O:32][C:21]=2[CH:20]=1.C([O-])([O-])=O.[Cs+].[Cs+].CN[C@@H]1CCCC[C@H]1NC. The catalyst is C1(C)C=CC=CC=1.[Cu]I. The product is [O:15]=[C:11]1[CH:10]=[C:9]([C:6]2[CH:5]=[CH:4][C:3]([C:2]([F:1])([F:16])[F:17])=[CH:8][CH:7]=2)[CH:14]=[CH:13][N:12]1[C:19]1[CH:24]=[CH:23][C:22]2[C:25]3[CH2:26][N:27]([C:33]([O:35][C:36]([CH3:39])([CH3:38])[CH3:37])=[O:34])[CH2:28][CH2:29][CH2:30][C:31]=3[O:32][C:21]=2[CH:20]=1. The yield is 0.870. (2) The reactants are [N+:1]([C:4]1[CH:5]=[C:6]([CH:10]=[C:11]([C:13]([F:16])([F:15])[F:14])[CH:12]=1)[C:7]([OH:9])=O)([O-:3])=[O:2].C1CN([P+](ON2N=[N:41][C:36]3[CH:37]=[CH:38][CH:39]=[CH:40][C:35]2=3)(N2CCCC2)N2CCCC2)CC1.F[P-](F)(F)(F)(F)F.CC[N:52]([CH:56]([CH3:58])C)[CH:53]([CH3:55])C.[N:59]1[N:63]2[CH:64]=[CH:65][CH:66]=[N:67][C:62]2=[C:61](C(O)=O)[CH:60]=1.[CH3:71]N(C=O)C. No catalyst specified. The product is [N+:1]([C:4]1[CH:5]=[C:6]([CH:10]=[C:11]([C:13]([F:16])([F:15])[F:14])[CH:12]=1)[C:7]([NH:41][C:36]1[CH:35]=[CH:40][CH:39]=[C:38]([C:64]2[N:63]3[N:59]=[C:60]([C:71]4[CH:55]=[CH:53][N:52]=[CH:56][CH:58]=4)[CH:61]=[C:62]3[N:67]=[CH:66][CH:65]=2)[CH:37]=1)=[O:9])([O-:3])=[O:2]. The yield is 0.830. (3) The reactants are [NH2:1][C:2]1[N:3]=[C:4]([N:19]2[CH2:24][CH2:23][N:22]([C:25](=[O:35])[CH2:26][O:27][C:28]3[CH:33]=[CH:32][C:31]([Cl:34])=[CH:30][CH:29]=3)[CH2:21][CH2:20]2)[C:5]2[N:10]=[C:9]([CH2:11][C:12]3[CH:17]=[CH:16][C:15]([Cl:18])=[CH:14][CH:13]=3)[S:8][C:6]=2[N:7]=1.[OH-].[Na+].[CH3:38]I. The catalyst is CN(C=O)C.ClCCl. The product is [NH2:1][C:2]1[N:3]=[C:4]([N:19]2[CH2:24][CH2:23][N:22]([C:25](=[O:35])[CH2:26][O:27][C:28]3[CH:29]=[CH:30][C:31]([Cl:34])=[CH:32][CH:33]=3)[CH2:21][CH2:20]2)[C:5]2[N:10]=[C:9]([CH:11]([C:12]3[CH:17]=[CH:16][C:15]([Cl:18])=[CH:14][CH:13]=3)[CH3:38])[S:8][C:6]=2[N:7]=1. The yield is 0.740.